Dataset: Full USPTO retrosynthesis dataset with 1.9M reactions from patents (1976-2016). Task: Predict the reactants needed to synthesize the given product. (1) Given the product [CH3:21][C:22]([NH:23][C:12]([C:10]1[CH:9]=[CH:8][C:7]([CH:15]2[CH2:20][CH2:19][O:18][CH2:17][CH2:16]2)=[C:6]([O:5][CH2:4][CH:1]2[CH2:2][CH2:3]2)[N:11]=1)=[O:14])([C:24]1[N:28]=[C:27]([CH3:29])[O:26][N:25]=1)[CH3:30], predict the reactants needed to synthesize it. The reactants are: [CH:1]1([CH2:4][O:5][C:6]2[N:11]=[C:10]([C:12]([OH:14])=O)[CH:9]=[CH:8][C:7]=2[CH:15]2[CH2:20][CH2:19][O:18][CH2:17][CH2:16]2)[CH2:3][CH2:2]1.[CH3:21][C:22]([CH3:30])([C:24]1[N:28]=[C:27]([CH3:29])[O:26][N:25]=1)[NH2:23]. (2) Given the product [ClH:1].[ClH:29].[CH2:30]([O:32][C:21]([C:18]1[CH:19]=[C:20]2[C:15](=[CH:16][CH:17]=1)[NH:14][N:13]=[C:12]2[C:7]1[CH:6]=[CH:5][C:4]2[C:9](=[CH:10][CH:11]=[C:2]([Cl:1])[CH:3]=2)[CH:8]=1)=[NH:22])[CH3:31], predict the reactants needed to synthesize it. The reactants are: [Cl:1][C:2]1[CH:3]=[C:4]2[C:9](=[CH:10][CH:11]=1)[CH:8]=[C:7]([C:12]1[C:20]3[C:15](=[CH:16][CH:17]=[C:18]([C:21]#[N:22])[CH:19]=3)[N:14](C3CCCCO3)[N:13]=1)[CH:6]=[CH:5]2.[ClH:29].[CH2:30]([OH:32])[CH3:31]. (3) The reactants are: Cl.[NH2:2][C:3]1[C:12]2[N:13]=[C:14]([CH2:20][CH2:21][CH2:22][CH2:23][NH:24]C(=O)OC(C)(C)C)[N:15]([CH2:16][CH2:17][CH2:18][CH3:19])[C:11]=2[C:10]2[CH:9]=[CH:8][CH:7]=[CH:6][C:5]=2[N:4]=1. Given the product [NH2:24][CH2:23][CH2:22][CH2:21][CH2:20][C:14]1[N:15]([CH2:16][CH2:17][CH2:18][CH3:19])[C:11]2[C:10]3[CH:9]=[CH:8][CH:7]=[CH:6][C:5]=3[N:4]=[C:3]([NH2:2])[C:12]=2[N:13]=1, predict the reactants needed to synthesize it. (4) Given the product [F:34][CH2:35][O:1][C:2]1[CH:3]=[C:4]([C:8]2[N:33]=[C:11]3[CH:12]=[C:13]([NH:16][C:17]([C:19]4[N:20]([CH3:32])[N:21]=[CH:22][C:23]=4[C:24]([N:26]4[CH2:27][CH2:28][O:29][CH2:30][CH2:31]4)=[O:25])=[O:18])[CH:14]=[CH:15][N:10]3[N:9]=2)[CH:5]=[CH:6][CH:7]=1, predict the reactants needed to synthesize it. The reactants are: [OH:1][C:2]1[CH:3]=[C:4]([C:8]2[N:33]=[C:11]3[CH:12]=[C:13]([NH:16][C:17]([C:19]4[N:20]([CH3:32])[N:21]=[CH:22][C:23]=4[C:24]([N:26]4[CH2:31][CH2:30][O:29][CH2:28][CH2:27]4)=[O:25])=[O:18])[CH:14]=[CH:15][N:10]3[N:9]=2)[CH:5]=[CH:6][CH:7]=1.[F:34][CH2:35]OS(C1C=CC(C)=CC=1)(=O)=O. (5) The reactants are: Cl[C:2]1[NH:10][C:9]2[C:4](=[N:5][CH:6]=[CH:7][CH:8]=2)[C:3]=1[C:11]#[N:12].[OH:13][C@H:14]1[CH2:18][CH2:17][NH:16][CH2:15]1. Given the product [OH:13][C@H:14]1[CH2:18][CH2:17][N:16]([C:2]2[NH:10][C:9]3[C:4](=[N:5][CH:6]=[CH:7][CH:8]=3)[C:3]=2[C:11]#[N:12])[CH2:15]1, predict the reactants needed to synthesize it. (6) Given the product [Cl:19][C:18]1[CH:17]=[C:16]([N+:20]([O-:22])=[O:21])[CH:15]=[C:14]([Cl:23])[C:13]=1[O:12][C:11]1[CH:24]=[CH:25][C:8]([O:7][CH3:6])=[C:9]([S:2]([Cl:1])(=[O:5])=[O:3])[CH:10]=1, predict the reactants needed to synthesize it. The reactants are: [Cl:1][S:2]([OH:5])(=O)=[O:3].[CH3:6][O:7][C:8]1[CH:25]=[CH:24][C:11]([O:12][C:13]2[C:18]([Cl:19])=[CH:17][C:16]([N+:20]([O-:22])=[O:21])=[CH:15][C:14]=2[Cl:23])=[CH:10][CH:9]=1. (7) Given the product [NH2:1][C:2]1[CH:10]=[CH:9][CH:8]=[C:7]([CH3:11])[C:3]=1[C:4]([NH:19][C:18]1[CH:20]=[CH:21][CH:22]=[CH:23][C:17]=1[Cl:16])=[O:6], predict the reactants needed to synthesize it. The reactants are: [NH2:1][C:2]1[CH:10]=[CH:9][CH:8]=[C:7]([CH3:11])[C:3]=1[C:4]([OH:6])=O.S(Cl)(Cl)=O.[Cl:16][C:17]1[CH:23]=[CH:22][CH:21]=[CH:20][C:18]=1[NH2:19]. (8) The reactants are: [N+:1]([C:4]1[CH:5]=[C:6]2[C:11](=[CH:12][CH:13]=1)[N:10]=[CH:9][CH:8]=[C:7]2[S:14][C:15]1[CH:20]=[CH:19][C:18]([NH:21][C:22]2[C:31]3[C:26](=[CH:27][CH:28]=[CH:29][CH:30]=3)[C:25]([C:32]3[CH:37]=[CH:36][CH:35]=[CH:34][CH:33]=3)=[N:24][N:23]=2)=[CH:17][CH:16]=1)([O-])=O.[Sn](Cl)Cl.O. Given the product [NH2:1][C:4]1[CH:5]=[C:6]2[C:11](=[CH:12][CH:13]=1)[N:10]=[CH:9][CH:8]=[C:7]2[S:14][C:15]1[CH:16]=[CH:17][C:18]([NH:21][C:22]2[C:31]3[C:26](=[CH:27][CH:28]=[CH:29][CH:30]=3)[C:25]([C:32]3[CH:33]=[CH:34][CH:35]=[CH:36][CH:37]=3)=[N:24][N:23]=2)=[CH:19][CH:20]=1, predict the reactants needed to synthesize it. (9) Given the product [CH3:1][S:2]([C:5]1[C:13]2[N:12]([C@@H:14]([CH:21]3[CH2:26][CH2:25][O:24][CH2:23][CH2:22]3)[C:15]3[CH:16]=[CH:17][CH:18]=[CH:19][CH:20]=3)[C:11]3[CH:27]=[C:28]([C:31]4[C:32]([CH3:37])=[N:33][O:64][C:63]=4[CH3:62])[CH:29]=[N:30][C:10]=3[C:9]=2[C:8]([O:38][CH3:39])=[CH:7][CH:6]=1)(=[O:4])=[O:3], predict the reactants needed to synthesize it. The reactants are: [CH3:1][S:2]([C:5]1[C:13]2[N:12]([C@@H:14]([CH:21]3[CH2:26][CH2:25][O:24][CH2:23][CH2:22]3)[C:15]3[CH:20]=[CH:19][CH:18]=[CH:17][CH:16]=3)[C:11]3[CH:27]=[C:28]([C:31]4N(C)N=[N:33][C:32]=4[CH3:37])[CH:29]=[N:30][C:10]=3[C:9]=2[C:8]([O:38][CH3:39])=[CH:7][CH:6]=1)(=[O:4])=[O:3].FC1C2C3N=CC(C4C(C)=NOC=4C)=CC=3N([C@@H](C3CC[O:64][CH2:63][CH2:62]3)C3C=CC=CC=3)C=2C(S(C)(=O)=O)=CC=1.